Predict the product of the given reaction. From a dataset of Forward reaction prediction with 1.9M reactions from USPTO patents (1976-2016). (1) Given the reactants [OH:1][C:2]1[C:7]([O:8][CH:9]([CH3:11])[CH3:10])=[CH:6][N:5]=[C:4](S)[N:3]=1.ClCC(O)=[O:16].Cl, predict the reaction product. The product is: [CH:9]([O:8][C:7]1[C:2](=[O:1])[NH:3][C:4](=[O:16])[NH:5][CH:6]=1)([CH3:11])[CH3:10]. (2) Given the reactants [CH3:1][O:2][C:3]1[C:8]([N+:9]([O-])=O)=[CH:7][CH:6]=[CH:5][C:4]=1[C:12]1[S:13][C:14]([CH3:17])=[N:15][N:16]=1, predict the reaction product. The product is: [CH3:1][O:2][C:3]1[C:4]([C:12]2[S:13][C:14]([CH3:17])=[N:15][N:16]=2)=[CH:5][CH:6]=[CH:7][C:8]=1[NH2:9]. (3) The product is: [N+:1]([C:4]1[CH:5]=[N:6][N:7]([C:9]2[CH:14]=[CH:13][CH:12]=[CH:11][CH:10]=2)[CH:8]=1)([O-:3])=[O:2]. Given the reactants [N+:1]([C:4]1[CH:5]=[N:6][NH:7][CH:8]=1)([O-:3])=[O:2].[C:9]1(B(O)O)[CH:14]=[CH:13][CH:12]=[CH:11][CH:10]=1.[OH-].[Na+], predict the reaction product.